Regression/Classification. Given a drug SMILES string, predict its absorption, distribution, metabolism, or excretion properties. Task type varies by dataset: regression for continuous measurements (e.g., permeability, clearance, half-life) or binary classification for categorical outcomes (e.g., BBB penetration, CYP inhibition). Dataset: hia_hou. From a dataset of Human intestinal absorption (HIA) binary classification data from Hou et al.. (1) The molecule is CC(C)(C(=O)c1cccnc1)c1cccnc1. The result is 1 (good absorption). (2) The drug is Clc1ccc(CO[C@H](Cn2ccnc2)c2ccc(Cl)cc2Cl)c(Cl)c1. The result is 1 (good absorption).